Task: Predict the product of the given reaction.. Dataset: Forward reaction prediction with 1.9M reactions from USPTO patents (1976-2016) (1) Given the reactants [Cl:1][C:2]1[S:6][C:5]([C:7]2([OH:27])[CH2:12][CH2:11][N:10]([CH2:13][C:14]([C:16]3[CH:17]=[C:18]4[C:23](=[CH:24][CH:25]=3)[NH:22][C:21](=[O:26])[CH2:20][CH2:19]4)=[O:15])[CH2:9][CH2:8]2)=[CH:4][CH:3]=1.[BH4-].[Na+], predict the reaction product. The product is: [Cl:1][C:2]1[S:6][C:5]([C:7]2([OH:27])[CH2:12][CH2:11][N:10]([CH2:13][CH:14]([C:16]3[CH:17]=[C:18]4[C:23](=[CH:24][CH:25]=3)[NH:22][C:21](=[O:26])[CH2:20][CH2:19]4)[OH:15])[CH2:9][CH2:8]2)=[CH:4][CH:3]=1. (2) Given the reactants [NH2:1][C:2]1[S:6][C:5]2[CH2:7][CH2:8][CH2:9][C:4]=2[C:3]=1[C:10]([C:12]1[CH:17]=[CH:16][C:15]([O:18][CH3:19])=[CH:14][CH:13]=1)=O.[F:20][C:21]([F:29])([F:28])[C:22](=[O:27])[CH2:23][C:24](=O)[CH3:25], predict the reaction product. The product is: [F:20][C:21]([F:29])([F:28])[C:22]([C:23]1[C:10]([C:12]2[CH:17]=[CH:16][C:15]([O:18][CH3:19])=[CH:14][CH:13]=2)=[C:3]2[C:4]3[CH2:9][CH2:8][CH2:7][C:5]=3[S:6][C:2]2=[N:1][C:24]=1[CH3:25])=[O:27].